From a dataset of Reaction yield outcomes from USPTO patents with 853,638 reactions. Predict the reaction yield, written as a fraction of the theoretical maximum amount of product (1.0 means a 100% yield; for example, 0.34 means a 34% yield). (1) The reactants are [NH2:1][CH2:2][C@@H:3]1[O:7][C:6](=[O:8])[N:5]([C:9]2[CH:10]=[C:11]3[C:16](=[CH:17][CH:18]=2)[CH2:15][N:14]([C:19]([O:21][CH2:22][C:23]2[CH:28]=[CH:27][CH:26]=[CH:25][CH:24]=2)=[O:20])[CH2:13][CH2:12]3)[CH2:4]1.[C:29](O[C:29]([O:31][C:32]([CH3:35])([CH3:34])[CH3:33])=[O:30])([O:31][C:32]([CH3:35])([CH3:34])[CH3:33])=[O:30].C([O-])(O)=O.[Na+]. The catalyst is C1COCC1.O.O. The product is [CH3:33][C:32]([CH3:35])([O:31][C:29]([NH:1][CH2:2][C@@H:3]1[O:7][C:6](=[O:8])[N:5]([C:9]2[CH:10]=[C:11]3[C:16](=[CH:17][CH:18]=2)[CH2:15][N:14]([C:19]([O:21][CH2:22][C:23]2[CH:24]=[CH:25][CH:26]=[CH:27][CH:28]=2)=[O:20])[CH2:13][CH2:12]3)[CH2:4]1)=[O:30])[CH3:34]. The yield is 0.930. (2) The reactants are C[C:2]1([CH3:9])[O:6][C@H:5]([CH2:7][OH:8])[CH2:4][O:3]1.[OH-].[K+].[CH2:12]([CH2:28]S([O-])(=O)=O)[CH2:13][CH2:14][CH2:15][CH2:16][CH2:17][CH2:18][CH2:19]/[CH:20]=[CH:21]\[CH2:22][CH2:23][CH2:24]CCC.O. The catalyst is C1C=CC=CC=1. The product is [CH2:2]([O:3][CH2:4][C@H:5]([CH2:7][OH:8])[OH:6])[CH2:9][CH2:28][CH2:12][CH2:13][CH2:14][CH2:15][CH2:16]/[CH:17]=[CH:18]\[CH2:19][CH2:20][CH2:21][CH2:22][CH2:23][CH3:24]. The yield is 0.918.